This data is from Reaction yield outcomes from USPTO patents with 853,638 reactions. The task is: Predict the reaction yield, written as a fraction of the theoretical maximum amount of product (1.0 means a 100% yield; for example, 0.34 means a 34% yield). (1) The reactants are [Cl:1][C:2]1[N:7]=[CH:6][N:5]=[C:4]([NH2:8])[CH:3]=1.Br[CH2:10][C:11]([C:13]1[CH:18]=[CH:17][CH:16]=[C:15]([N+:19]([O-:21])=[O:20])[CH:14]=1)=O.O. The catalyst is CS(C)=O. The product is [Cl:1][C:2]1[N:7]=[CH:6][N:5]2[CH:10]=[C:11]([C:13]3[CH:18]=[CH:17][CH:16]=[C:15]([N+:19]([O-:21])=[O:20])[CH:14]=3)[N:8]=[C:4]2[CH:3]=1. The yield is 0.560. (2) The reactants are [CH3:1][O:2][C:3]([C:5]1[CH:6]=[C:7](B(O)O)[CH:8]=[CH:9][CH:10]=1)=[O:4].[OH:14][N:15]1[C:19](=[O:20])[C:18]2=[CH:21][CH:22]=[CH:23][CH:24]=[C:17]2[C:16]1=[O:25].N1C=CC=CC=1. The catalyst is [Cu]Cl.ClCCCl. The product is [CH3:1][O:2][C:3]([C:5]1[CH:6]=[C:7]([CH:8]=[CH:9][CH:10]=1)[O:14][N:15]1[C:16](=[O:25])[C:17]2=[CH:24][CH:23]=[CH:22][CH:21]=[C:18]2[C:19]1=[O:20])=[O:4]. The yield is 0.460. (3) The reactants are Br[C:2]1[CH:3]=[CH:4][C:5]([C:8]([F:11])([F:10])[F:9])=[N:6][CH:7]=1.[Br:12][C:13]1[CH:14]=[C:15]2[C:19](=[CH:20][CH:21]=1)[NH:18][CH:17]=[CH:16]2.C(=O)([O-])[O-].[Cs+].[Cs+]. The catalyst is CN(C=O)C. The product is [Br:12][C:13]1[CH:14]=[C:15]2[C:19](=[CH:20][CH:21]=1)[N:18]([C:2]1[CH:7]=[N:6][C:5]([C:8]([F:11])([F:10])[F:9])=[CH:4][CH:3]=1)[CH:17]=[CH:16]2. The yield is 0.421. (4) The reactants are [CH3:1][O:2][C:3]1[CH:17]=[C:16]([O:18][CH3:19])[CH:15]=[CH:14][C:4]=1[CH2:5][NH:6][C:7](=[O:13])[O:8][C:9]([CH3:12])([CH3:11])[CH3:10].C([Li])CCC.Cl[CH2:26][O:27][CH3:28]. The catalyst is C1COCC1. The product is [CH3:1][O:2][C:3]1[CH:17]=[C:16]([O:18][CH3:19])[CH:15]=[CH:14][C:4]=1[CH2:5][N:6]([CH2:26][O:27][CH3:28])[C:7](=[O:13])[O:8][C:9]([CH3:12])([CH3:11])[CH3:10]. The yield is 1.04.